From a dataset of Catalyst prediction with 721,799 reactions and 888 catalyst types from USPTO. Predict which catalyst facilitates the given reaction. Reactant: Cl[C:2]1[N:7]=[C:6]([NH:8][CH2:9][CH2:10][CH3:11])[N:5]=[C:4]([NH:12][CH2:13][CH2:14][CH3:15])[N:3]=1.C(N(C(C)C)C(C)C)C.Cl.[O:26]1[CH2:31][CH2:30][CH2:29][CH2:28][NH:27]1.C([O-])(O)=O.[Na+]. Product: [O:26]1[CH2:31][CH2:30][CH2:29][CH2:28][N:27]1[C:2]1[N:7]=[C:6]([NH:8][CH2:9][CH2:10][CH3:11])[N:5]=[C:4]([NH:12][CH2:13][CH2:14][CH3:15])[N:3]=1. The catalyst class is: 7.